Task: Regression. Given two drug SMILES strings and cell line genomic features, predict the synergy score measuring deviation from expected non-interaction effect.. Dataset: Merck oncology drug combination screen with 23,052 pairs across 39 cell lines (1) Drug 1: O=c1[nH]cc(F)c(=O)[nH]1. Drug 2: C=CCn1c(=O)c2cnc(Nc3ccc(N4CCN(C)CC4)cc3)nc2n1-c1cccc(C(C)(C)O)n1. Cell line: SKMES1. Synergy scores: synergy=33.4. (2) Cell line: SKOV3. Drug 1: N#Cc1ccc(Cn2cncc2CN2CCN(c3cccc(Cl)c3)C(=O)C2)cc1. Synergy scores: synergy=3.94. Drug 2: Cn1nnc2c(C(N)=O)ncn2c1=O. (3) Drug 1: CCC1(O)C(=O)OCc2c1cc1n(c2=O)Cc2cc3c(CN(C)C)c(O)ccc3nc2-1. Drug 2: CCc1cnn2c(NCc3ccc[n+]([O-])c3)cc(N3CCCCC3CCO)nc12. Cell line: NCIH23. Synergy scores: synergy=-16.8. (4) Drug 1: COC12C(COC(N)=O)C3=C(C(=O)C(C)=C(N)C3=O)N1CC1NC12. Drug 2: O=C(CCCCCCC(=O)Nc1ccccc1)NO. Cell line: NCIH520. Synergy scores: synergy=3.43. (5) Cell line: SKOV3. Drug 2: CCc1cnn2c(NCc3ccc[n+]([O-])c3)cc(N3CCCCC3CCO)nc12. Synergy scores: synergy=-20.9. Drug 1: COC12C(COC(N)=O)C3=C(C(=O)C(C)=C(N)C3=O)N1CC1NC12. (6) Drug 1: O=S1(=O)NC2(CN1CC(F)(F)F)C1CCC2Cc2cc(C=CCN3CCC(C(F)(F)F)CC3)ccc2C1. Drug 2: COC12C(COC(N)=O)C3=C(C(=O)C(C)=C(N)C3=O)N1CC1NC12. Cell line: RKO. Synergy scores: synergy=-9.27.